This data is from Forward reaction prediction with 1.9M reactions from USPTO patents (1976-2016). The task is: Predict the product of the given reaction. (1) Given the reactants [C:1]1(B(O)O)[CH:6]=[CH:5][CH:4]=[CH:3][CH:2]=1.Cl.N[C@@H]1CCCC[C@H]1O.C[Si]([N-][Si](C)(C)C)(C)C.[Na+].I[CH:30]1[C:35](OC)([O:36]C)[CH2:34][CH2:33][O:32][CH2:31]1, predict the reaction product. The product is: [C:1]1([CH:30]2[C:35](=[O:36])[CH2:34][CH2:33][O:32][CH2:31]2)[CH:6]=[CH:5][CH:4]=[CH:3][CH:2]=1. (2) Given the reactants [OH:1][CH:2]([C:7]1([CH2:23]O)[CH2:12][CH2:11][N:10]([C:13]([O:15][CH2:16][C:17]2[CH:22]=[CH:21][CH:20]=[CH:19][CH:18]=2)=[O:14])[CH2:9][CH2:8]1)[C:3]([OH:6])([CH3:5])[CH3:4].C1(C)C=CC(S(Cl)(=O)=O)=CC=1.C(N(CC)CC)C, predict the reaction product. The product is: [OH:1][CH:2]1[C:7]2([CH2:8][CH2:9][N:10]([C:13]([O:15][CH2:16][C:17]3[CH:18]=[CH:19][CH:20]=[CH:21][CH:22]=3)=[O:14])[CH2:11][CH2:12]2)[CH2:23][O:6][C:3]1([CH3:5])[CH3:4]. (3) Given the reactants C([O:3][C:4]([C:6]1([S:15]([C:18]2[CH:23]=[CH:22][C:21]([O:24][CH3:25])=[CH:20][CH:19]=2)(=[O:17])=[O:16])[CH2:11][CH2:10][N:9]([CH:12]([CH3:14])[CH3:13])[CH2:8][CH2:7]1)=[O:5])C, predict the reaction product. The product is: [CH:12]([N:9]1[CH2:10][CH2:11][C:6]([S:15]([C:18]2[CH:19]=[CH:20][C:21]([O:24][CH3:25])=[CH:22][CH:23]=2)(=[O:17])=[O:16])([C:4]([OH:5])=[O:3])[CH2:7][CH2:8]1)([CH3:14])[CH3:13]. (4) Given the reactants [CH3:1][C:2]([C:5]1([C:8]2[CH2:12][CH:11]([CH2:13][O:14][C:15]3[CH:20]=[CH:19][C:18]([Cl:21])=[CH:17][CH:16]=3)[O:10][N:9]=2)[CH2:7][O:6]1)([CH3:4])[CH3:3].[NH:22]1[CH:26]=[N:25][CH:24]=[N:23]1, predict the reaction product. The product is: [Cl:21][C:18]1[CH:19]=[CH:20][C:15]([O:14][CH2:13][CH:11]2[O:10][N:9]=[C:8]([C:5]([C:2]([CH3:4])([CH3:3])[CH3:1])([OH:6])[CH2:7][N:22]3[CH:26]=[N:25][CH:24]=[N:23]3)[CH2:12]2)=[CH:16][CH:17]=1.